From a dataset of Drug-target binding data from BindingDB using Ki measurements. Regression. Given a target protein amino acid sequence and a drug SMILES string, predict the binding affinity score between them. We predict pKi (pKi = -log10(Ki in M); higher means stronger inhibition). Dataset: bindingdb_ki. (1) The compound is CCN(CC)CC1CCCCN1CC(=O)N1c2ccccc2C(=O)Nc2cccnc21. The target protein (P32211) has sequence MANFTPVNGSSANQSVRLVTTAHNHLETVEMVFIATVTGSLSLVTVVGNILVMLSIKVNRQLQTVNNYFLFSLACADLIIGAFSMNLYTLYIIKGYWPLGAVVCDLWLALDYVVSNASVMNLLIISFDRYFCVTKPLTYPARRTTKMAGLMIAAAWVLSFVLWAPAILFWQFVVGKRTVPDNQCFIQFLSNPAVTFGTAIAAFYLPVVIMTVLYIHISLASRSRVHKHRPEGPKEKKAKTLAFLKSPLMKPSIKKPPPGGASREELRNGKLEEAPPPALPPPPRPVADKDTSNESSSGSATQNTKERPPTELSTTEAATTPALPAPTLQPRTLNPASKWSKIQIVTKQTGSECVTAIEIVPATPAGMRPAANVARKFASIARNQVRKKRQMAARERKVTRTIFAILLAFILTWTPYNVMVLVNTFCQSCIPERVWSIGYWLCYVNSTINPACYALCNATFKKTFRHLLLCQYRNIGTAR. The pKi is 5.8. (2) The drug is COC(=O)CCCCCNC(=O)[C@H](CCCCN1C[C@@H](O)[C@@H](O)[C@H](O)[C@H]1CO)NS(=O)(=O)c1cccc2c(N(C)C)cccc12. The target protein (P12614) has sequence MTDPNTLAARFPGDFLFGVATASFQIEGSTKADGRKPSIWDAFCNMPGHVFGRHNGDIACDHYNRWEEDLDLIKEMGVEAYRFSLAWPRIIPDGFGPINEKGLDFYDRLVDGCKARGIKTYATLYHWDLPLTLMGDGGWASRSTAHAFQRYAKTVMARLGDRLDAVATFNEPWCAVWLSHLYGVHAPGERNMEAALAAMHHINLAHGFGVEASRHVAPKVPVGLVLNAHSAIPASDGEADLKAAERAFQFHNGAFFDPVFKGEYPAEMMEALGDRMPVVEAEDLGIISQKLDWWGLNYYTPMRVADDATPGVEFPATMPAPAVSDVKTDIGWEVYAPALHTLVETLYERYDLPECYITENGACYNMGVENGQVNDQPRLDYYAEHLGIVADLIRDGYPMRGYFAWSLMDNFEWAEGYRMRFGLVHVDYQTQVRTVKNSGKWYSALASGFPKGNHGVAKG. The pKi is 3.0. (3) The compound is CCc1cc(Nc2cc(=O)n(CCCCO)c(=O)[nH]2)ccc1C. The target protein (Q58D13) has sequence MAVSAQLLVEELQIFGLECEEAVIEKLVELCILYGQNEEGMASELIAFCTSTRKDCFTLETLNSFEHEFLSKRVSKTRHGASKDKGLRHAGARDIVSIQELIEVEEEEETLLNSYTTPSKGSQKRTITTPETPLTKRSVSARSPHQLLSPSSFSPSATPPQKYSSRSNRGEVVTSFGSAQGVSWSGRGGASPLSLKVLGHPEPLTGSYKYMFQKLPDIREVLTCKIEELGSELKEHYKIEAFAPILVPAQEPVTLLGQIGCDSNGKLNHKSVILEGDLEHSSGAQIPVDLSELKEYSLFPGQVVVMEGINTTGRKLVATRLYEGVPLPFHQPDEEDGDSEQFMVLVACGPYTTSDSITFDPLLDLITIINRDRPDVCILFGPFLDAKHEQVESCLLTSSFEDVFKQCLRTIIEGTRSSGSHLIIVPSLRDVHHEPVYPQPPFSCSDLLREDKKRVRLVSEPCTLSINGVIFGLTSTDLLFHMGAEEISSSSGTSDRFSRI.... The pKi is 3.0. (4) The small molecule is CN[C@@H](C)C(=O)N[C@H](C(=O)N1CCC[C@H]1c1nc2c(-c3ccc(F)cc3)cccc2s1)C1CCCCC1. The target protein (Q96CA5) has sequence MGPKDSAKCLHRGPQPSHWAAGDGPTQERCGPRSLGSPVLGLDTCRAWDHVDGQILGQLRPLTEEEEEEGAGATLSRGPAFPGMGSEELRLASFYDWPLTAEVPPELLAAAGFFHTGHQDKVRCFFCYGGLQSWKRGDDPWTEHAKWFPSCQFLLRSKGRDFVHSVQETHSQLLGSWDPWEEPEDAAPVAPSVPASGYPELPTPRREVQSESAQEPGGVSPAEAQRAWWVLEPPGARDVEAQLRRLQEERTCKVCLDRAVSIVFVPCGHLVCAECAPGLQLCPICRAPVRSRVRTFLS. The pKi is 4.4. (5) The compound is O=c1c(O)c(-c2cc(O)c(O)c(O)c2)oc2cc(O)cc(O)c12. The target protein (P00530) has sequence ASGQLHRPQPQEHTSTSAAAGTWRLTQASESRHRLPHCSAAPSHQDHSAMGFGPELWCPKGHTELLRLQDSELRLLELMKKWMSQRAKSDREYAGMLHHMFSQLEKQEGLGHLRATDHSSQIGESWWVLASQTETLSQTLRRHAEELAAGPLAKLSILIRDKQQLRKVFSEQWQQLSQEYAWTTQQEVEKLKAQYRSLVRDSTQAKRKYQEASKDKEREKAKEKYVRSLSKLYALHNQYVLAVQAAALHHHHHYQRALPTLHESLYSLQQEMVLVLKEILGEYCSITSLVQEDVLAIHQKVAHAVEMIDPATEYSSFVQCHRYDSEVPPAVTFDESLLEEAENLEPGELQLNELTIESVQHSLTSIEEELLASRKAVSSKEQRVWELQVELRGEELALSPGERVHLLGKRQGLREAQQQLQGLVCAQAKLQAQRDMLANKLAELGSEEPPPALPLQEDRQSARSTDQERSGVTALKTIKNHISGIFSPRFSLPPPVPLIP.... The pKi is 5.7.